This data is from Full USPTO retrosynthesis dataset with 1.9M reactions from patents (1976-2016). The task is: Predict the reactants needed to synthesize the given product. (1) Given the product [C:24]([OH:27])(=[O:26])[CH3:25].[C:1]([N:8]1[CH2:13][C@@H:12]([CH3:14])[NH:11][CH2:10][C@@H:9]1[CH2:22][CH3:23])([O:3][C:4]([CH3:7])([CH3:6])[CH3:5])=[O:2], predict the reactants needed to synthesize it. The reactants are: [C:1]([N:8]1[CH2:13][C@@H:12]([CH3:14])[N:11](CC2C=CC=CC=2)[CH2:10][C@@H:9]1[CH2:22][CH3:23])([O:3][C:4]([CH3:7])([CH3:6])[CH3:5])=[O:2].[C:24]([OH:27])(=[O:26])[CH3:25].C(Cl)Cl.CCOCC. (2) The reactants are: [Br:1][C:2]1[N:3]=[C:4](Cl)[C:5]([N:8]2[CH2:13][CH2:12][N:11]([C:14]([O:16][C:17]([CH3:20])([CH3:19])[CH3:18])=[O:15])[CH2:10][CH2:9]2)=[N:6][CH:7]=1.O.[NH2:23][NH2:24]. Given the product [Br:1][C:2]1[N:3]=[C:4]([NH:23][NH2:24])[C:5]([N:8]2[CH2:13][CH2:12][N:11]([C:14]([O:16][C:17]([CH3:20])([CH3:19])[CH3:18])=[O:15])[CH2:10][CH2:9]2)=[N:6][CH:7]=1, predict the reactants needed to synthesize it. (3) Given the product [CH3:24][O:23][C:22]1[C:3](=[O:2])[C:4]([CH3:29])=[C:5]([CH2:6][C:7]2[CH:8]=[CH:9][C:10]([O:16][CH:17]([CH3:18])[CH3:19])=[C:11]([CH:15]=2)[C:12]([OH:14])=[O:13])[C:20](=[O:27])[C:21]=1[O:25][CH3:26], predict the reactants needed to synthesize it. The reactants are: C[O:2][C:3]1[C:4]([CH3:29])=[C:5]([C:20]([O:27]C)=[C:21]([O:25][CH3:26])[C:22]=1[O:23][CH3:24])[CH2:6][C:7]1[CH:8]=[CH:9][C:10]([O:16][CH:17]([CH3:19])[CH3:18])=[C:11]([CH:15]=1)[C:12]([OH:14])=[O:13].O=[N+]([O-])[O-].[O-][N+](=O)[O-].[O-][N+](=O)[O-].[O-][N+](=O)[O-].[O-][N+](=O)[O-].[O-][N+](=O)[O-].[Ce+4].[NH4+].[NH4+]. (4) The reactants are: [Cl:1][C:2]1[CH:3]=[C:4]([CH:22]=[CH:23][C:24]=1[Cl:25])[C:5]([N:7]1[CH2:11][CH:10]2[CH2:12][N:13](C(OC(C)(C)C)=O)[CH2:14][CH:9]2[CH2:8]1)=[O:6]. Given the product [Cl:1][C:2]1[CH:3]=[C:4]([C:5]([N:7]2[CH2:8][CH:9]3[CH:10]([CH2:12][NH:13][CH2:14]3)[CH2:11]2)=[O:6])[CH:22]=[CH:23][C:24]=1[Cl:25], predict the reactants needed to synthesize it. (5) The reactants are: [CH:1]1([C:6]([N:8]2[CH2:13][CH:12]([C:14]3[CH:19]=[CH:18][C:17]([CH2:20][CH3:21])=[CH:16][CH:15]=3)[CH2:11][CH:10]([C:22](O)=O)[CH2:9]2)=[O:7])[CH2:5][CH2:4][CH2:3][CH2:2]1.[NH2:25][C:26](=[N:32][OH:33])[C:27]([O:29][CH2:30][CH3:31])=[O:28]. Given the product [CH:1]1([C:6]([N:8]2[CH2:13][CH:12]([C:14]3[CH:19]=[CH:18][C:17]([CH2:20][CH3:21])=[CH:16][CH:15]=3)[CH2:11][CH:10]([C:22]3[O:33][N:32]=[C:26]([C:27]([O:29][CH2:30][CH3:31])=[O:28])[N:25]=3)[CH2:9]2)=[O:7])[CH2:2][CH2:3][CH2:4][CH2:5]1, predict the reactants needed to synthesize it. (6) Given the product [N:1]([C:4]1[C:9]([F:10])=[CH:8][N:7]=[CH:6][C:5]=1/[CH:11]=[N:13]/[C:14]1[C:21]([F:22])=[CH:20][CH:19]=[CH:18][C:15]=1[C:16]#[N:17])=[N+:2]=[N-:3], predict the reactants needed to synthesize it. The reactants are: [N:1]([C:4]1[C:9]([F:10])=[CH:8][N:7]=[CH:6][C:5]=1[CH:11]=O)=[N+:2]=[N-:3].[NH2:13][C:14]1[C:21]([F:22])=[CH:20][CH:19]=[CH:18][C:15]=1[C:16]#[N:17].C(N(CC)CC)C. (7) Given the product [Br:8][CH2:9][C:10]1[CH:11]=[C:12]([CH2:17][C:18]([OH:20])=[O:19])[CH:13]=[C:14]([CH3:16])[CH:15]=1, predict the reactants needed to synthesize it. The reactants are: C1C(=O)N([Br:8])C(=O)C1.[CH3:9][C:10]1[CH:11]=[C:12]([CH2:17][C:18]([OH:20])=[O:19])[CH:13]=[C:14]([CH3:16])[CH:15]=1.CC(N=NC(C#N)(C)C)(C#N)C. (8) The reactants are: [N+]([O-])([O-])=O.[Ce+4].[NH4+].[N+]([O-])([O-])=O.[N+]([O-])([O-])=O.[N+]([O-])([O-])=O.[N+]([O-])([O-])=O.[I:23]I.[CH3:25][N:26]1[C:30]([C:31]([OH:33])=[O:32])=[CH:29][C:28]([C:34]([F:40])([F:39])[C:35]([F:38])([F:37])[F:36])=[N:27]1.ClCCl. Given the product [CH3:25][N:26]1[C:30]([C:31]([OH:33])=[O:32])=[C:29]([I:23])[C:28]([C:34]([F:39])([F:40])[C:35]([F:37])([F:36])[F:38])=[N:27]1, predict the reactants needed to synthesize it. (9) Given the product [C:1]([C:5]1[CH:13]=[CH:12][C:11]([Cl:14])=[CH:7][C:6]=1[O:15][C:28](=[O:32])[C:29]([Cl:31])=[O:30])([CH3:2])([CH3:3])[CH3:4], predict the reactants needed to synthesize it. The reactants are: [C:1]([C:5]1[C:6]([OH:15])=[C:7]([C:11]([Cl:14])=[CH:12][CH:13]=1)C(O)=O)([CH3:4])([CH3:3])[CH3:2].C(C1C=CC(Cl)=CC=1O)(C)(C)C.[C:28](Cl)(=[O:32])[C:29]([Cl:31])=[O:30]. (10) Given the product [O:19]1[C:18]2[C:13](=[N:14][CH:15]=[CH:16][CH:17]=2)[N:12]=[C:2]1[C:3]1[CH:8]=[CH:7][C:6]([OH:9])=[CH:5][CH:4]=1, predict the reactants needed to synthesize it. The reactants are: F[C:2](F)(F)[C:3]1[CH:8]=[CH:7][C:6]([OH:9])=[CH:5][CH:4]=1.[NH2:12][C:13]1[C:18]([OH:19])=[CH:17][CH:16]=[CH:15][N:14]=1.Cl.